Dataset: Forward reaction prediction with 1.9M reactions from USPTO patents (1976-2016). Task: Predict the product of the given reaction. (1) Given the reactants C(OC([N:8]1[CH2:13][CH:12]=[C:11](B2OC(C)(C)C(C)(C)O2)[CH2:10][CH2:9]1)=O)(C)(C)C.I[C:24]1[CH:25]=[C:26]([CH:28]=[CH:29][CH:30]=1)[NH2:27].[H][H].[F:33][C:34]1[CH:51]=[CH:50][CH:49]=[CH:48][C:35]=1[CH2:36][NH:37][C:38]1[C:43]([C:44]([NH2:46])=[O:45])=[CH:42][N:41]=[C:40](Cl)[CH:39]=1, predict the reaction product. The product is: [F:33][C:34]1[CH:51]=[CH:50][CH:49]=[CH:48][C:35]=1[CH2:36][NH:37][C:38]1[C:43]([C:44]([NH2:46])=[O:45])=[CH:42][N:41]=[C:40]([NH:27][C:26]2[CH:28]=[CH:29][CH:30]=[C:24]([CH:11]3[CH2:10][CH2:9][NH:8][CH2:13][CH2:12]3)[CH:25]=2)[CH:39]=1. (2) The product is: [C:1]([C:4]1[C:29](=[O:30])[C@@:8]2([CH3:31])[C:9]3[C:15]([O:16][CH2:35][CH2:36][CH3:37])=[CH:14][C:13]([O:17][CH3:18])=[C:12]([C:19]([O:21][CH2:22][C:23]4[CH:24]=[CH:25][CH:26]=[CH:27][CH:28]=4)=[O:20])[C:10]=3[O:11][C:7]2=[CH:6][C:5]=1[OH:32])(=[O:3])[CH3:2]. Given the reactants [C:1]([C:4]1[C:29](=[O:30])[C@@:8]2([CH3:31])[C:9]3[C:15]([OH:16])=[CH:14][C:13]([O:17][CH3:18])=[C:12]([C:19]([O:21][CH2:22][C:23]4[CH:28]=[CH:27][CH:26]=[CH:25][CH:24]=4)=[O:20])[C:10]=3[O:11][C:7]2=[CH:6][C:5]=1[OH:32])(=[O:3])[CH3:2].[H-].[Na+].[CH2:35](I)[CH2:36][CH3:37].Cl, predict the reaction product.